The task is: Predict the reactants needed to synthesize the given product.. This data is from Retrosynthesis with 50K atom-mapped reactions and 10 reaction types from USPTO. (1) The reactants are: O=C(O)c1cc([N+](=O)[O-])ccc1Br. Given the product O=[N+]([O-])c1ccc(Br)c(CO)c1, predict the reactants needed to synthesize it. (2) Given the product N#Cc1nc(C(=O)NCCC(=O)C(=O)O)c(O)c2ccc(Oc3ccccc3)cc12, predict the reactants needed to synthesize it. The reactants are: COC(=O)C(=O)CCNC(=O)c1nc(C#N)c2cc(Oc3ccccc3)ccc2c1O. (3) Given the product CC(C)COc1ccc(Cl)cc1Cc1nc(-c2nc3cc(CCO)ccc3[nH]2)co1, predict the reactants needed to synthesize it. The reactants are: CC(C)COc1ccc(Cl)cc1Cc1nc(C(=O)O)co1.Nc1ccc(CCO)cc1N. (4) Given the product CC(C)(C)OC(=O)N1CCCC(CN(C(=O)c2ccco2)c2cccnc2)C1, predict the reactants needed to synthesize it. The reactants are: CC(C)(C)OC(=O)N1CCCC(CNc2cccnc2)C1.O=C(Cl)c1ccco1. (5) Given the product CC1CC(C)(C)CCC1=O, predict the reactants needed to synthesize it. The reactants are: CC1C(=O)CCC(C)(C)C1=O. (6) Given the product Fc1ccc2ncc(-c3nccc(NC4CCCN(c5nc[nH]n5)C4)n3)n2c1, predict the reactants needed to synthesize it. The reactants are: Brc1nc[nH]n1.Fc1ccc2ncc(-c3nccc(N[C@@H]4CCCNC4)n3)n2c1. (7) The reactants are: CCC(CC)c1cc(C)nn2c(-c3sc(I)cc3OC)c(C)nc12.[Zn+]c1nccs1. Given the product CCC(CC)c1cc(C)nn2c(-c3sc(-c4nccs4)cc3OC)c(C)nc12, predict the reactants needed to synthesize it. (8) The reactants are: CC(=O)Cl.CCc1ccc(OCC2CC2)c(-c2ncnc3c(C(=O)N[C@@H]4CNC[C@H]4O)c(C)[nH]c23)c1. Given the product CCc1ccc(OCC2CC2)c(-c2ncnc3c(C(=O)N[C@@H]4CN(C(C)=O)C[C@H]4O)c(C)[nH]c23)c1, predict the reactants needed to synthesize it. (9) The reactants are: COC(=O)c1sc(-n2cnc3ccncc32)cc1O.Fc1ccc(CBr)c(C(F)(F)F)c1. Given the product COC(=O)c1sc(-n2cnc3ccncc32)cc1OCc1ccc(F)cc1C(F)(F)F, predict the reactants needed to synthesize it. (10) The reactants are: CC(=O)N1N=C(c2ccc([N+](=O)[O-])cc2)c2cc3c(cc2CC1C)OCO3. Given the product CC(=O)N1N=C(c2ccc(N)cc2)c2cc3c(cc2CC1C)OCO3, predict the reactants needed to synthesize it.